Task: Predict the reactants needed to synthesize the given product.. Dataset: Full USPTO retrosynthesis dataset with 1.9M reactions from patents (1976-2016) (1) Given the product [CH3:24][S:25]([C:28]1[CH:33]=[CH:32][C:31]([NH:34][C:2]2[N:7]=[C:6]([O:17][CH2:16][CH2:15][C:14]([F:19])([F:18])[F:13])[C:5]([C:9]([F:12])([F:11])[F:10])=[CH:4][N:3]=2)=[CH:30][CH:29]=1)(=[O:26])=[O:27], predict the reactants needed to synthesize it. The reactants are: Cl[C:2]1[N:7]=[C:6](Cl)[C:5]([C:9]([F:12])([F:11])[F:10])=[CH:4][N:3]=1.[F:13][C:14]([F:19])([F:18])[CH2:15][CH2:16][OH:17].[H-].[Na+].[Cl-].[Na+].[CH3:24][S:25]([C:28]1[CH:33]=[CH:32][C:31]([NH2:34])=[CH:30][CH:29]=1)(=[O:27])=[O:26].Cl.C(=O)([O-])O.[Na+]. (2) Given the product [CH:1]1([C:4]2[CH:5]=[C:6]([C:20]([OH:22])=[O:21])[C:7]3[C:12]([CH3:13])=[N:11][N:10]([C:14]4[CH:19]=[CH:18][N:17]=[CH:16][CH:15]=4)[C:8]=3[N:9]=2)[CH2:2][CH2:3]1, predict the reactants needed to synthesize it. The reactants are: [CH:1]1([C:4]2[CH:5]=[C:6]([C:20]([O:22]CC)=[O:21])[C:7]3[C:12]([CH3:13])=[N:11][N:10]([C:14]4[CH:19]=[CH:18][N:17]=[CH:16][CH:15]=4)[C:8]=3[N:9]=2)[CH2:3][CH2:2]1.[OH-].[Na+]. (3) Given the product [CH3:1][C:2]1[CH:3]=[CH:4][C:5]2[N:6]([C:8](/[CH:18]=[CH:19]/[C:20]([N:36]3[CH2:35][CH2:34][N:33]([C:28]4[CH:29]=[CH:30][CH:31]=[CH:32][C:27]=4[O:26][CH3:25])[CH2:38][CH2:37]3)=[O:21])=[C:9]([C:11]3[CH:16]=[CH:15][C:14]([CH3:17])=[CH:13][CH:12]=3)[N:10]=2)[CH:7]=1, predict the reactants needed to synthesize it. The reactants are: [CH3:1][C:2]1[CH:3]=[CH:4][C:5]2[N:6]([C:8](/[CH:18]=[CH:19]/[C:20](OCC)=[O:21])=[C:9]([C:11]3[CH:16]=[CH:15][C:14]([CH3:17])=[CH:13][CH:12]=3)[N:10]=2)[CH:7]=1.[CH3:25][O:26][C:27]1[CH:32]=[CH:31][CH:30]=[CH:29][C:28]=1[N:33]1[CH2:38][CH2:37][NH:36][CH2:35][CH2:34]1. (4) Given the product [NH2:35][C:32]1[CH:33]=[CH:34][C:29]([C:10]([NH:9][C:7]([NH:6][CH:1]2[CH2:5][CH2:4][CH2:3][CH2:2]2)=[O:8])([C:18]2[CH:23]=[C:22]([C:24]([F:26])([F:27])[F:25])[CH:21]=[C:20]([F:28])[CH:19]=2)[CH2:11][C:12]2[CH:17]=[CH:16][CH:15]=[CH:14][CH:13]=2)=[N:30][CH:31]=1, predict the reactants needed to synthesize it. The reactants are: [CH:1]1([NH:6][C:7]([NH:9][C:10]([C:29]2[CH:34]=[CH:33][C:32]([N:35]=C(C3C=CC=CC=3)C3C=CC=CC=3)=[CH:31][N:30]=2)([C:18]2[CH:23]=[C:22]([C:24]([F:27])([F:26])[F:25])[CH:21]=[C:20]([F:28])[CH:19]=2)[CH2:11][C:12]2[CH:17]=[CH:16][CH:15]=[CH:14][CH:13]=2)=[O:8])[CH2:5][CH2:4][CH2:3][CH2:2]1.C1COCC1.CCOC(C)=O. (5) Given the product [CH3:1][C:2]1[C:10]2[C:5](=[CH:6][C:7]([NH:11][C:12]3[N:21]=[CH:20][C:19]4[C:14](=[C:15]([CH3:23])[C:16]([NH2:24])=[CH:17][CH:18]=4)[N:13]=3)=[CH:8][CH:9]=2)[NH:4][N:3]=1, predict the reactants needed to synthesize it. The reactants are: [CH3:1][C:2]1[C:10]2[C:5](=[CH:6][C:7]([NH:11][C:12]3[N:21]=[CH:20][C:19]4[C:14](=[C:15]([CH3:23])[C:16](F)=[CH:17][CH:18]=4)[N:13]=3)=[CH:8][CH:9]=2)[NH:4][N:3]=1.[N-:24]=[N+]=[N-].[Na+].C1OCCOCCOCCOCCOCCOC1.